From a dataset of Forward reaction prediction with 1.9M reactions from USPTO patents (1976-2016). Predict the product of the given reaction. Given the reactants [NH:1]1[C:9]2[C:4](=[CH:5][CH:6]=[C:7]([C:10]#[N:11])[CH:8]=2)[CH:3]=[N:2]1.[H-].[Na+].Cl[C:15]1[N:20]=[CH:19][N:18]=[C:17]([NH:21][C:22]2[C:23]([O:28][CH3:29])=[N:24][CH:25]=[CH:26][CH:27]=2)[N:16]=1, predict the reaction product. The product is: [CH3:29][O:28][C:23]1[C:22]([NH:21][C:17]2[N:16]=[CH:15][N:20]=[C:19]([N:1]3[C:9]4[C:4](=[CH:5][CH:6]=[C:7]([C:10]#[N:11])[CH:8]=4)[CH:3]=[N:2]3)[N:18]=2)=[CH:27][CH:26]=[CH:25][N:24]=1.